From a dataset of Experimentally validated miRNA-target interactions with 360,000+ pairs, plus equal number of negative samples. Binary Classification. Given a miRNA mature sequence and a target amino acid sequence, predict their likelihood of interaction. (1) The miRNA is hsa-miR-2115-3p with sequence CAUCAGAAUUCAUGGAGGCUAG. The protein sequence of the target gene is MSTASSSSSSSSSQTPHPPSQRMRRSAAGSPPAVAAAGSGNGAGGGGGVGCAPAAGAGRLLQPIRATVPYQLLRGSQHSPTRPPVAAAAASLGSLPGPGAARGPSPSSPTPPAAAAPAEQAPRAKGRPRRSPESHRRSSSPERRSPGSPVCRADKAKSQQVRTSSTIRRTSSLDTITGPYLTGQWPRDPHVHYPSCMKDKATQTPSCWAEEGAEKRSHQRSASWGSADQLKEQIAKLRQQLQRSKQSSRHSKEKDRQSPLHGNHITISHTQATGSRSVPMPLSNISVPKSSVSRVPCNVE.... Result: 0 (no interaction). (2) The miRNA is hsa-miR-4671-3p with sequence UUAGUGCAUAGUCUUUGGUCU. The protein sequence of the target gene is MPKPINVRVTTMDAELEFAIQPNTTGKQLFDQVVKTVGLREVWFFGLQYVDSKGYSTWLKLNKKVTQQDVKKENPLQFKFRAKFFPEDVSEELIQEITQRLFFLQVKEAILNDEIYCPPETAVLLASYAVQAKYGDYNKEIHKPGYLANDRLLPQRVLEQHKLTKEQWEERIQNWHEEHRGMLREDSMMEYLKIAQDLEMYGVNYFEIKNKKGTELWLGVDALGLNIYEHDDKLTPKIGFPWSEIRNISFNDKKFVIKPIDKKAPDFVFYAPRLRINKRILALCMGNHELYMRRRKPDTI.... Result: 0 (no interaction). (3) Result: 1 (interaction). The miRNA is hsa-miR-149-5p with sequence UCUGGCUCCGUGUCUUCACUCCC. The protein sequence of the target gene is MSLAFKIFFPQTLRALSRKELCLFRKHHWRDVRQFSQWSETDLLHGHPLFLRRKPVLSFQGSHLRSRATYLVFLPGLHVGLCSGPCEMAEQRFCVDYAKRGTAGCKKCKEKIVKGVCRIGKVVPNPFSESGGDMKEWYHIKCMFEKLERARATTKKIEDLTELEGWEELEDNEKEQITQHIADLSSKAAGTPKKKAVVQAKLTTTGQVTSPVKGASFVTSTNPRKFSGFSAKPNNSGEAPSSPTPKRSLSSSKCDPRHKDCLLREFRKLCAMVADNPSYNTKTQIIQDFLRKGSAGDGFH.... (4) The protein sequence of the target gene is MWQPATERLQHFQTMLKSKLNVLTLKKEPIPAVLFHEPEAIELCTTTPLMKARTHSGCKVTYLGKVSTTGMQFLSGCTEKPVIELWKKHTLAREDVFPANALLEIRPFQVWLHHLDHKGEATVHMDTFQVARIAYCTADHNVSPNIFAWVYREINDDLSYQMDCHAVQCESKLEAKKLAHAMMEAFKKTFHSMKSDGRIHRSSSSEEASQELESDDG. The miRNA is hsa-miR-548ar-3p with sequence UAAAACUGCAGUUAUUUUUGC. Result: 0 (no interaction). (5) The miRNA is hsa-miR-4257 with sequence CCAGAGGUGGGGACUGAG. The protein sequence of the target gene is MPMILGYWNVRGLTHPIRMLLEYTDSSYDEKRYTMGDAPDFDRSQWLNEKFKLGLDFPNLPYLIDGSHKITQSNAILRYLARKHHLDGETEEERIRADIVENQVMDTRMQLIMLCYNPDFEKQKPEFLKTIPEKMKLYSEFLGKRPWFAGDKVTYVDFLAYDILDQYRMFEPKCLDAFPNLRDFLARFEGLKKISAYMKSSRYIATPIFSKMAHWSNK. Result: 0 (no interaction).